From a dataset of Full USPTO retrosynthesis dataset with 1.9M reactions from patents (1976-2016). Predict the reactants needed to synthesize the given product. (1) The reactants are: [F:1][C:2]1[CH:30]=[C:29]([F:31])[CH:28]=[CH:27][C:3]=1[O:4][CH:5]1[CH2:10][CH2:9][N:8]([C:11]2[N:12]=[C:13]3[CH:26]=[CH:25][N:24]=[CH:23][C:14]3=[N:15][C:16]=2[NH:17][C@H:18]2[CH2:22][CH2:21][O:20][CH2:19]2)[CH2:7][CH2:6]1.CC(C)=O.[C:36](O[C:36](=[O:39])[CH2:37][CH3:38])(=[O:39])[CH2:37][CH3:38]. Given the product [F:1][C:2]1[CH:30]=[C:29]([F:31])[CH:28]=[CH:27][C:3]=1[O:4][CH:5]1[CH2:10][CH2:9][N:8]([C:11]2[N:12]=[C:13]3[CH2:26][CH2:25][N:24]([C:36](=[O:39])[CH2:37][CH3:38])[CH2:23][C:14]3=[N:15][C:16]=2[NH:17][C@H:18]2[CH2:22][CH2:21][O:20][CH2:19]2)[CH2:7][CH2:6]1, predict the reactants needed to synthesize it. (2) Given the product [C:11]([Si:15]([CH3:42])([CH3:41])[O:16][C:17]1[CH:18]=[CH:19][C:20]([C:23]2[C:27]([C:28]3[CH:33]=[CH:32][CH:31]=[CH:30][CH:29]=3)=[C:26]([C:34]3([C:37](=[O:40])[CH2:38][CH3:39])[CH2:36][CH2:35]3)[O:25][N:24]=2)=[CH:21][CH:22]=1)([CH3:12])([CH3:14])[CH3:13], predict the reactants needed to synthesize it. The reactants are: C(Cl)(=O)C(Cl)=O.CS(C)=O.[C:11]([Si:15]([CH3:42])([CH3:41])[O:16][C:17]1[CH:22]=[CH:21][C:20]([C:23]2[C:27]([C:28]3[CH:33]=[CH:32][CH:31]=[CH:30][CH:29]=3)=[C:26]([C:34]3([CH:37]([OH:40])[CH2:38][CH3:39])[CH2:36][CH2:35]3)[O:25][N:24]=2)=[CH:19][CH:18]=1)([CH3:14])([CH3:13])[CH3:12].C(N(CC)CC)C. (3) Given the product [N+:34]([C:37]1[CH:38]=[CH:39][C:40]([C:41]([O-:43])=[O:42])=[CH:44][CH:45]=1)([O-:36])=[O:35].[C:28]1([P:21](=[O:12])([C:15]2[CH:16]=[CH:17][CH:18]=[CH:19][CH:20]=2)[C:22]2[CH:27]=[CH:26][CH:25]=[CH:24][CH:23]=2)[CH:29]=[CH:30][CH:31]=[CH:32][CH:33]=1, predict the reactants needed to synthesize it. The reactants are: N1([C@@H](C)[C@@H](C)[OH:12])C2C=CC=CC=2N=C1.[C:15]1([P:21]([C:28]2[CH:33]=[CH:32][CH:31]=[CH:30][CH:29]=2)[C:22]2[CH:27]=[CH:26][CH:25]=[CH:24][CH:23]=2)[CH:20]=[CH:19][CH:18]=[CH:17][CH:16]=1.[N+:34]([C:37]1[CH:45]=[CH:44][C:40]([C:41]([OH:43])=[O:42])=[CH:39][CH:38]=1)([O-:36])=[O:35].N(C(OCC)=O)=NC(OCC)=O.